This data is from NCI-60 drug combinations with 297,098 pairs across 59 cell lines. The task is: Regression. Given two drug SMILES strings and cell line genomic features, predict the synergy score measuring deviation from expected non-interaction effect. (1) Drug 1: CCC1=C2CN3C(=CC4=C(C3=O)COC(=O)C4(CC)O)C2=NC5=C1C=C(C=C5)O. Drug 2: CC12CCC3C(C1CCC2OP(=O)(O)O)CCC4=C3C=CC(=C4)OC(=O)N(CCCl)CCCl.[Na+]. Cell line: RXF 393. Synergy scores: CSS=12.7, Synergy_ZIP=-6.32, Synergy_Bliss=-7.75, Synergy_Loewe=-47.3, Synergy_HSA=-5.63. (2) Drug 1: C1CN1C2=NC(=NC(=N2)N3CC3)N4CC4. Drug 2: C1=CC(=C2C(=C1NCCNCCO)C(=O)C3=C(C=CC(=C3C2=O)O)O)NCCNCCO. Cell line: SF-295. Synergy scores: CSS=76.0, Synergy_ZIP=2.63, Synergy_Bliss=2.13, Synergy_Loewe=5.36, Synergy_HSA=8.06. (3) Drug 1: CNC(=O)C1=CC=CC=C1SC2=CC3=C(C=C2)C(=NN3)C=CC4=CC=CC=N4. Drug 2: C1=C(C(=O)NC(=O)N1)N(CCCl)CCCl. Cell line: HL-60(TB). Synergy scores: CSS=49.0, Synergy_ZIP=-0.690, Synergy_Bliss=0.302, Synergy_Loewe=1.41, Synergy_HSA=2.27. (4) Drug 1: CN(C)C1=NC(=NC(=N1)N(C)C)N(C)C. Drug 2: C1CC(=O)NC(=O)C1N2C(=O)C3=CC=CC=C3C2=O. Cell line: SNB-75. Synergy scores: CSS=4.26, Synergy_ZIP=0.664, Synergy_Bliss=7.49, Synergy_Loewe=5.80, Synergy_HSA=5.69. (5) Drug 2: CNC(=O)C1=NC=CC(=C1)OC2=CC=C(C=C2)NC(=O)NC3=CC(=C(C=C3)Cl)C(F)(F)F. Synergy scores: CSS=1.59, Synergy_ZIP=-1.03, Synergy_Bliss=-1.83, Synergy_Loewe=-2.39, Synergy_HSA=-2.80. Cell line: EKVX. Drug 1: C1C(C(OC1N2C=C(C(=O)NC2=O)F)CO)O.